The task is: Predict the reactants needed to synthesize the given product.. This data is from Full USPTO retrosynthesis dataset with 1.9M reactions from patents (1976-2016). (1) Given the product [CH:13]1([O:1][C:2]2[CH:3]=[CH:4][C:5]([C:6]([O:8][CH2:9][CH3:10])=[O:7])=[CH:11][CH:12]=2)[CH2:18][CH2:17][CH2:16][CH2:15][CH2:14]1, predict the reactants needed to synthesize it. The reactants are: [OH:1][C:2]1[CH:12]=[CH:11][C:5]([C:6]([O:8][CH2:9][CH3:10])=[O:7])=[CH:4][CH:3]=1.[CH:13]1[CH2:18][CH2:17][CH2:16][CH2:15][CH:14]=1.B(F)(F)F.CCOCC. (2) The reactants are: C([O:3][C:4]([C:6]1[CH:10]=[C:9]([CH3:11])[N:8]([CH:12]([C:14]2[CH:19]=[C:18]([Cl:20])[CH:17]=[CH:16][C:15]=2[O:21][CH2:22][C:23]2[CH:28]=[CH:27][C:26]([F:29])=[CH:25][C:24]=2[Cl:30])[CH3:13])[N:7]=1)=[O:5])C.[OH-].[Na+].C(O)(=O)C. Given the product [Cl:20][C:18]1[CH:17]=[CH:16][C:15]([O:21][CH2:22][C:23]2[CH:28]=[CH:27][C:26]([F:29])=[CH:25][C:24]=2[Cl:30])=[C:14]([CH:12]([N:8]2[C:9]([CH3:11])=[CH:10][C:6]([C:4]([OH:5])=[O:3])=[N:7]2)[CH3:13])[CH:19]=1, predict the reactants needed to synthesize it. (3) Given the product [C:24]([O:23][C:22]([NH:21][C:10]1[S:11][C@H:12]([C:14]2[C:15]([CH3:20])=[N:16][O:17][C:18]=2[CH3:19])[CH2:13][C@:8]([C:6]2[C:5]([F:30])=[CH:4][C:3]([F:31])=[C:2]([B:32]([OH:37])[OH:33])[CH:7]=2)([CH3:29])[N:9]=1)=[O:28])([CH3:27])([CH3:26])[CH3:25], predict the reactants needed to synthesize it. The reactants are: Br[C:2]1[C:3]([F:31])=[CH:4][C:5]([F:30])=[C:6]([C@:8]2([CH3:29])[CH2:13][C@@H:12]([C:14]3[C:15]([CH3:20])=[N:16][O:17][C:18]=3[CH3:19])[S:11][C:10]([NH:21][C:22](=[O:28])[O:23][C:24]([CH3:27])([CH3:26])[CH3:25])=[N:9]2)[CH:7]=1.[B:32](OC(C)C)([O:37]C(C)C)[O:33]C(C)C.C([Li])CCC.Cl. (4) Given the product [Cl:13][C:10]1[CH:11]=[CH:12][C:7]([O:16][B:17]([OH:20])[OH:18])=[C:8]([F:14])[CH:9]=1, predict the reactants needed to synthesize it. The reactants are: C([Li])CCC.Br[C:7]1[CH:12]=[CH:11][C:10]([Cl:13])=[CH:9][C:8]=1[F:14].C[O:16][B:17]([O:20]C)[O:18]C.Cl. (5) Given the product [OH:14][CH2:13][C:12]1[CH:16]=[CH:17][C:18]([CH3:20])=[CH:19][C:11]=1[S:10][C:5]1[CH:6]=[CH:7][CH:8]=[CH:9][C:4]=1[CH2:1][OH:2], predict the reactants needed to synthesize it. The reactants are: [C:1]([C:4]1[CH:9]=[CH:8][CH:7]=[CH:6][C:5]=1[S:10][C:11]1[CH:19]=[C:18]([CH3:20])[CH:17]=[CH:16][C:12]=1[C:13](O)=[O:14])(O)=[O:2].S(C1C=CC=CC=1C(OC)=O)C1C=CC=CC=1C(OC)=O.